Predict the product of the given reaction. From a dataset of Forward reaction prediction with 1.9M reactions from USPTO patents (1976-2016). (1) Given the reactants Cl.Cl[C:3]1[CH:8]=[C:7]([C:9]2[CH:14]=[CH:13][CH:12]=[C:11]([Cl:15])[CH:10]=2)[N:6]=[C:5]2[CH2:16][CH2:17][CH2:18][C:4]=12.[SH:19][C:20]1[CH:25]=[CH:24][C:23]([CH2:26][C:27]([O:29][CH3:30])=[O:28])=[CH:22][CH:21]=1.CCN(CC)CC, predict the reaction product. The product is: [Cl:15][C:11]1[CH:10]=[C:9]([C:7]2[N:6]=[C:5]3[CH2:16][CH2:17][CH2:18][C:4]3=[C:3]([S:19][C:20]3[CH:21]=[CH:22][C:23]([CH2:26][C:27]([O:29][CH3:30])=[O:28])=[CH:24][CH:25]=3)[CH:8]=2)[CH:14]=[CH:13][CH:12]=1. (2) Given the reactants [CH3:1][CH:2]([CH3:27])[CH:3]([O:9][C:10](=[O:26])[CH2:11][CH:12]([CH2:17][NH:18]C(OC(C)(C)C)=O)[CH2:13][CH:14]([CH3:16])[CH3:15])[O:4][C:5](=[O:8])[CH2:6][CH3:7].[F:28][C:29]([F:34])([F:33])[C:30]([OH:32])=[O:31], predict the reaction product. The product is: [OH:32][C:30]([C:29]([F:34])([F:33])[F:28])=[O:31].[CH3:27][CH:2]([CH3:1])[CH:3]([O:9][C:10](=[O:26])[CH2:11][CH:12]([CH2:17][NH2:18])[CH2:13][CH:14]([CH3:15])[CH3:16])[O:4][C:5](=[O:8])[CH2:6][CH3:7]. (3) Given the reactants C(O[C:4]([C:6]1[N:7]=[N:8][C:9]([O:12][CH2:13][C:14]2[C:15]([C:19]3[CH:24]=[CH:23][C:22]([F:25])=[CH:21][CH:20]=3)=[N:16][O:17][CH:18]=2)=[CH:10][CH:11]=1)=[O:5])C.CO[C:28]([C:30]1[N:31]=NC(NC[C:35]2[C:30]([C:28]3C=CC=CC=3)=[N:31]OC=2C)=C[CH:35]=1)=O.C(N)(C)C, predict the reaction product. The product is: [CH:30]([NH:31][C:4]([C:6]1[N:7]=[N:8][C:9]([O:12][CH2:13][C:14]2[C:15]([C:19]3[CH:20]=[CH:21][C:22]([F:25])=[CH:23][CH:24]=3)=[N:16][O:17][CH:18]=2)=[CH:10][CH:11]=1)=[O:5])([CH3:35])[CH3:28].